Dataset: Cav3 T-type calcium channel HTS with 100,875 compounds. Task: Binary Classification. Given a drug SMILES string, predict its activity (active/inactive) in a high-throughput screening assay against a specified biological target. (1) The compound is S(=O)(=O)(NCC=C)c1cc(c(OC)cc1)C. The result is 0 (inactive). (2) The drug is S(=O)(=O)(N(C)C)c1cc(ccc1)C(=O)Nc1cc(ccc1)C(=O)C. The result is 0 (inactive). (3) The drug is O1C(C(O)C(O)C(O)C1OC(CCc1ccccc1)CC(O)=O)CO. The result is 0 (inactive). (4) The drug is O(C(=O)C(=C(\NCCC)N)/C(=O)c1ccc(OC)cc1)CC. The result is 0 (inactive).